This data is from Reaction yield outcomes from USPTO patents with 853,638 reactions. The task is: Predict the reaction yield, written as a fraction of the theoretical maximum amount of product (1.0 means a 100% yield; for example, 0.34 means a 34% yield). (1) The reactants are [CH3:1][CH2:2][CH2:3][C:4]1[CH:5]=[C:6]([C:10]([NH2:12])=[S:11])[CH:7]=[CH:8][N:9]=1.[Br:13][C:14]1[CH:23]=[CH:22][C:17]([C:18](=O)[CH2:19]Br)=[CH:16][CH:15]=1. The catalyst is CCO. The product is [Br:13][C:14]1[CH:23]=[CH:22][C:17]([C:18]2[N:12]=[C:10]([C:6]3[CH:7]=[CH:8][N:9]=[C:4]([CH2:3][CH2:2][CH3:1])[CH:5]=3)[S:11][CH:19]=2)=[CH:16][CH:15]=1. The yield is 0.790. (2) The reactants are [O:1]=[C:2]1[CH2:5][CH:4](C(O)=O)[CH2:3]1.CC[N:11]([CH2:14]C)CC.C1C=CC(P(N=[N+]=[N-])(C2C=CC=CC=2)=[O:23])=CC=1.[CH2:33]([OH:40])[C:34]1[CH:39]=[CH:38][CH:37]=[CH:36][CH:35]=1. The catalyst is C1COCC1.C1(C)C=CC=CC=1. The product is [CH2:33]([O:40][C:14](=[O:23])[NH:11][CH:4]1[CH2:3][C:2](=[O:1])[CH2:5]1)[C:34]1[CH:39]=[CH:38][CH:37]=[CH:36][CH:35]=1. The yield is 0.250. (3) The reactants are [CH2:1]([O:8][C:9](=[O:15])[CH:10]([O:13][CH3:14])OC)[C:2]1[CH:7]=[CH:6][CH:5]=[CH:4][CH:3]=1.[C:16]1([P:22]([C:29]2[CH:34]=[CH:33][CH:32]=[CH:31][CH:30]=2)[C:23]2[CH:28]=[CH:27][CH:26]=[CH:25][CH:24]=2)[CH:21]=[CH:20][CH:19]=[CH:18][CH:17]=1.C(Cl)[Cl:36]. The catalyst is C(Cl)(=O)C.II. The yield is 0.620. The product is [Cl-:36].[CH2:1]([O:8][C:9]([CH:10]([P+:22]([C:23]1[CH:24]=[CH:25][CH:26]=[CH:27][CH:28]=1)([C:29]1[CH:34]=[CH:33][CH:32]=[CH:31][CH:30]=1)[C:16]1[CH:17]=[CH:18][CH:19]=[CH:20][CH:21]=1)[O:13][CH3:14])=[O:15])[C:2]1[CH:3]=[CH:4][CH:5]=[CH:6][CH:7]=1. (4) The reactants are C(Cl)CCl.C1C=CC2N(O)N=[N:11]C=2C=1.[N:15]1([CH2:21][C:22]([OH:24])=O)[CH2:20][CH2:19][O:18][CH2:17][CH2:16]1.C(N(CC)CC)C. The catalyst is CN(C=O)C. The product is [N:15]1([CH2:21][C:22]([NH2:11])=[O:24])[CH2:20][CH2:19][O:18][CH2:17][CH2:16]1. The yield is 0.330. (5) The reactants are [Cl:1][C:2]1[CH:34]=[CH:33][CH:32]=[C:31]([Cl:35])[C:3]=1[C:4]([O:6][CH:7]([CH2:12][C:13]1[CH:14]=[C:15]2[C:20](=[CH:21][CH:22]=1)[N:19]=[C:18]([C:23]1[C:28]([Cl:29])=[CH:27][CH:26]=[CH:25][C:24]=1[Cl:30])[CH:17]=[CH:16]2)[C:8]([O:10]C)=[O:9])=[O:5].[Li+].[OH-].OO.OS([O-])(=O)=O.[K+]. The catalyst is C1COCC1. The product is [Cl:1][C:2]1[CH:34]=[CH:33][CH:32]=[C:31]([Cl:35])[C:3]=1[C:4]([O:6][CH:7]([CH2:12][C:13]1[CH:14]=[C:15]2[C:20](=[CH:21][CH:22]=1)[N:19]=[C:18]([C:23]1[C:28]([Cl:29])=[CH:27][CH:26]=[CH:25][C:24]=1[Cl:30])[CH:17]=[CH:16]2)[C:8]([OH:10])=[O:9])=[O:5]. The yield is 0.930. (6) The reactants are [Br:1][C:2]1[CH:7]=[C:6]([Cl:8])[CH:5]=[C:4]([F:9])[C:3]=1Br.C([Mg]Cl)(C)C.CN([CH:19]=[O:20])C.Cl. The catalyst is CCCCCCC.CCOCC.C1COCC1. The yield is 0.950. The product is [Br:1][C:2]1[CH:7]=[C:6]([Cl:8])[CH:5]=[C:4]([F:9])[C:3]=1[CH:19]=[O:20].